This data is from Catalyst prediction with 721,799 reactions and 888 catalyst types from USPTO. The task is: Predict which catalyst facilitates the given reaction. Reactant: C([O:3][C:4](/[CH:6]=[CH:7]/[C:8]1[C:13]2[CH2:14][C:15]3([O:20][C:12]=2[C:11]([O:21][CH3:22])=[CH:10][CH:9]=1)[CH2:19][CH2:18][CH2:17][CH2:16]3)=[O:5])C.[OH-].[Na+]. Product: [C:4](/[CH:6]=[CH:7]/[C:8]1[C:13]2[CH2:14][C:15]3([O:20][C:12]=2[C:11]([O:21][CH3:22])=[CH:10][CH:9]=1)[CH2:16][CH2:17][CH2:18][CH2:19]3)([OH:5])=[O:3]. The catalyst class is: 8.